From a dataset of Forward reaction prediction with 1.9M reactions from USPTO patents (1976-2016). Predict the product of the given reaction. (1) Given the reactants [CH2:1]([O:8][C:9]1[CH:10]=[C:11]([C@@H:23]([O:26][Si:27]([C:30]([CH3:33])([CH3:32])[CH3:31])([CH3:29])[CH3:28])[CH2:24]Br)[CH:12]=[C:13]([O:15][CH2:16][C:17]2[CH:22]=[CH:21][CH:20]=[CH:19][CH:18]=2)[CH:14]=1)[C:2]1[CH:7]=[CH:6][CH:5]=[CH:4][CH:3]=1.Cl.Cl.[NH2:36][CH2:37][CH2:38][C:39]1[CH:72]=[CH:71][C:42]([O:43][CH2:44][CH2:45][CH2:46][CH2:47][C:48]2[CH:53]=[CH:52][C:51]([OH:54])=[C:50]([C@@H:55]([C:65]3[CH:70]=[CH:69][CH:68]=[CH:67][CH:66]=3)[CH2:56][CH2:57][N:58]([CH:62]([CH3:64])[CH3:63])[CH:59]([CH3:61])[CH3:60])[CH:49]=2)=[CH:41][CH:40]=1.C(=O)([O-])O.[Na+].[I-].[K+].C(#N)CC, predict the reaction product. The product is: [NH3:36].[CH2:1]([O:8][C:9]1[CH:10]=[C:11]([C@@H:23]([O:26][Si:27]([C:30]([CH3:33])([CH3:32])[CH3:31])([CH3:29])[CH3:28])[CH2:24][NH:36][CH2:37][CH2:38][C:39]2[CH:40]=[CH:41][C:42]([O:43][CH2:44][CH2:45][CH2:46][CH2:47][C:48]3[CH:53]=[CH:52][C:51]([OH:54])=[C:50]([C@@H:55]([C:65]4[CH:66]=[CH:67][CH:68]=[CH:69][CH:70]=4)[CH2:56][CH2:57][N:58]([CH:59]([CH3:60])[CH3:61])[CH:62]([CH3:64])[CH3:63])[CH:49]=3)=[CH:71][CH:72]=2)[CH:12]=[C:13]([O:15][CH2:16][C:17]2[CH:22]=[CH:21][CH:20]=[CH:19][CH:18]=2)[CH:14]=1)[C:2]1[CH:7]=[CH:6][CH:5]=[CH:4][CH:3]=1. (2) Given the reactants C(OC(=O)[NH:7][C@@H:8]1[CH2:13][CH2:12][CH2:11][CH2:10][C@H:9]1[CH2:14][N:15]1[CH2:20][CH2:19][CH2:18][CH:17]([CH2:21][CH2:22][CH2:23][CH2:24][CH3:25])[CH2:16]1)(C)(C)C.[ClH:27], predict the reaction product. The product is: [ClH:27].[CH2:21]([CH:17]1[CH2:18][CH2:19][CH2:20][N:15]([CH2:14][C@@H:9]2[CH2:10][CH2:11][CH2:12][CH2:13][C@H:8]2[NH2:7])[CH2:16]1)[CH2:22][CH2:23][CH2:24][CH3:25]. (3) Given the reactants [CH3:1][O:2][C:3]1[CH:4]=[C:5]2[C:10](=[CH:11][C:12]=1[O:13][CH3:14])[N:9]=[CH:8][CH:7]=[C:6]2[O:15][C:16]1[C:22]([CH3:23])=[CH:21][C:19]([NH2:20])=[C:18]([CH3:24])[CH:17]=1.Cl[C:26](Cl)([O:28][C:29](=[O:35])OC(Cl)(Cl)Cl)Cl.[CH3:37][N:38]1[CH2:43][CH2:42][N:41]([CH2:44][CH2:45]CO)[CH2:40][CH2:39]1.C(=O)(O)[O-].[Na+], predict the reaction product. The product is: [CH3:1][O:2][C:3]1[CH:4]=[C:5]2[C:10](=[CH:11][C:12]=1[O:13][CH3:14])[N:9]=[CH:8][CH:7]=[C:6]2[O:15][C:16]1[C:22]([CH3:23])=[CH:21][C:19]([NH:20][C:29](=[O:35])[O:28][CH2:26][CH2:45][CH2:44][N:41]2[CH2:42][CH2:43][N:38]([CH3:37])[CH2:39][CH2:40]2)=[C:18]([CH3:24])[CH:17]=1. (4) Given the reactants [CH2:1]([O:5][CH2:6][CH2:7][O:8][C:9]1[CH:14]=[CH:13][C:12]([C:15]2[CH:26]=[N:25][C:24]3[N:23]4[CH2:27][CH2:28][CH2:29][CH:22]4[CH2:21][CH2:20][C:19]([C:30]([O:32]C)=[O:31])=[CH:18][C:17]=3[CH:16]=2)=[CH:11][CH:10]=1)[CH2:2][CH2:3][CH3:4].[OH-].[Na+], predict the reaction product. The product is: [CH2:1]([O:5][CH2:6][CH2:7][O:8][C:9]1[CH:14]=[CH:13][C:12]([C:15]2[CH:26]=[N:25][C:24]3[N:23]4[CH2:27][CH2:28][CH2:29][CH:22]4[CH2:21][CH2:20][C:19]([C:30]([OH:32])=[O:31])=[CH:18][C:17]=3[CH:16]=2)=[CH:11][CH:10]=1)[CH2:2][CH2:3][CH3:4]. (5) Given the reactants I[C:2]1[C:8]([Cl:9])=[C:7]([Cl:10])[CH:6]=[CH:5][C:3]=1[NH2:4].[CH2:11]([O:13][C:14](=[O:23])[C:15]1[CH:20]=[CH:19][CH:18]=[C:17]([C:21]#[CH:22])[CH:16]=1)[CH3:12], predict the reaction product. The product is: [CH2:11]([O:13][C:14](=[O:23])[C:15]1[CH:20]=[CH:19][CH:18]=[C:17]([C:21]#[C:22][C:5]2[CH:6]=[C:7]([Cl:10])[C:8]([Cl:9])=[CH:2][C:3]=2[NH2:4])[CH:16]=1)[CH3:12].